Dataset: Reaction yield outcomes from USPTO patents with 853,638 reactions. Task: Predict the reaction yield, written as a fraction of the theoretical maximum amount of product (1.0 means a 100% yield; for example, 0.34 means a 34% yield). (1) The reactants are Cl.C([NH:5][CH2:6][CH2:7][N:8]([CH2:21][CH2:22][C:23]12[CH2:32][CH:27]3[CH2:28][CH:29]([CH2:31][CH:25]([CH2:26]3)[CH2:24]1)[CH2:30]2)[C:9]([NH:11][CH2:12][CH2:13][CH2:14][C:15]1[CH:20]=[CH:19][N:18]=[CH:17][CH:16]=1)=[O:10])(=O)C.[OH-].[Na+].C(Cl)(Cl)Cl. The catalyst is CO.O. The product is [C:23]12([CH2:22][CH2:21][N:8]([CH2:7][CH2:6][NH2:5])[C:9]([NH:11][CH2:12][CH2:13][CH2:14][C:15]3[CH:20]=[CH:19][N:18]=[CH:17][CH:16]=3)=[O:10])[CH2:30][CH:29]3[CH2:28][CH:27]([CH2:26][CH:25]([CH2:31]3)[CH2:24]1)[CH2:32]2. The yield is 0.217. (2) The reactants are [C:1]([C:3]1[O:4][C:5]2[C:11]([C:12]3[CH:35]=[CH:34][C:15]([O:16][CH2:17][C:18]4[CH:19]=[C:20]([CH:31]=[CH:32][CH:33]=4)[C:21]([N:23]4[CH2:30][CH2:29][CH2:28][C@H:24]4[C:25]([OH:27])=[O:26])=[O:22])=[CH:14][CH:13]=3)=[CH:10][C:9]([F:36])=[C:8]([F:37])[C:6]=2[CH:7]=1)#[N:2].C([O-])(=[O:40])C.[Na+].Cl.NO.C(OC(=O)C)(=O)C. The catalyst is C(O)(=O)C. The product is [F:37][C:8]1[C:6]2[CH:7]=[C:3]([CH:1]=[N:2][OH:40])[O:4][C:5]=2[C:11]([C:12]2[CH:13]=[CH:14][C:15]([O:16][CH2:17][C:18]3[CH:19]=[C:20]([CH:31]=[CH:32][CH:33]=3)[C:21]([N:23]3[CH2:30][CH2:29][CH2:28][C@H:24]3[C:25]([OH:27])=[O:26])=[O:22])=[CH:34][CH:35]=2)=[CH:10][C:9]=1[F:36]. The yield is 0.150. (3) The reactants are ClC(Cl)(O[C:5](=[O:11])OC(Cl)(Cl)Cl)Cl.[CH3:13][C:14]1[CH:19]=[C:18]([C:20]2[CH:21]=[CH:22][C:23]3[N:29]4[CH2:30][C@H:26]([CH2:27][CH2:28]4)[NH:25][C:24]=3[N:31]=2)[CH:17]=[CH:16][N:15]=1.[CH:32]1([NH2:35])[CH2:34][CH2:33]1. The catalyst is O1CCCC1. The product is [CH:32]1([NH:35][C:5]([N:25]2[C@@H:26]3[CH2:30][N:29]([CH2:28][CH2:27]3)[C:23]3[CH:22]=[CH:21][C:20]([C:18]4[CH:17]=[CH:16][N:15]=[C:14]([CH3:13])[CH:19]=4)=[N:31][C:24]2=3)=[O:11])[CH2:34][CH2:33]1. The yield is 0.268. (4) The reactants are CCCCCC[CH2:7][CH2:8][CH2:9][CH2:10][CH2:11][CH2:12][CH3:13].CO[C:16]1[CH:17]=[C:18]2[C:23](=[CH:24][CH:25]=1)[CH2:22][CH2:21][CH2:20][CH2:19]2.C1(C)C(C2C(C)=CC=CC=2)=CC=CC=1. No catalyst specified. The product is [CH3:13][C:12]1[CH:7]=[CH:8][C:9]([C:16]2[CH:17]=[C:18]3[C:23](=[CH:24][CH:25]=2)[CH2:22][CH2:21][CH2:20][CH2:19]3)=[CH:10][CH:11]=1. The yield is 0.610. (5) The reactants are [OH:1][C:2]1[CH:7]=[CH:6][C:5]([C:8]2[N:13]=[C:12]([C:14]([O:16][CH3:17])=[O:15])[CH:11]=[CH:10][CH:9]=2)=[CH:4][CH:3]=1.C([O-])([O-])=O.[K+].[K+].Br[CH2:25][C:26]1[CH:31]=[CH:30][CH:29]=[CH:28][C:27]=1[F:32]. The catalyst is CC(C)=O. The product is [F:32][C:27]1[CH:28]=[CH:29][CH:30]=[CH:31][C:26]=1[CH2:25][O:1][C:2]1[CH:3]=[CH:4][C:5]([C:8]2[N:13]=[C:12]([C:14]([O:16][CH3:17])=[O:15])[CH:11]=[CH:10][CH:9]=2)=[CH:6][CH:7]=1. The yield is 0.730.